This data is from Forward reaction prediction with 1.9M reactions from USPTO patents (1976-2016). The task is: Predict the product of the given reaction. (1) Given the reactants [Cl:1][C:2]1[CH:3]=[CH:4][C:5]([F:20])=[C:6]([C:8]2[N:13]=[C:12](I)[C:11]3[CH2:15][C:16]([CH3:19])([CH3:18])[CH2:17][C:10]=3[N:9]=2)[CH:7]=1.[CH3:21][O:22][C:23](=[O:31])[C:24]1[C:29]([NH2:30])=[CH:28][CH:27]=[N:26][CH:25]=1.C1C=CC(P(C2C=CC3C(=CC=CC=3)C=2C2C3C(=CC=CC=3)C=CC=2P(C2C=CC=CC=2)C2C=CC=CC=2)C2C=CC=CC=2)=CC=1.C([O-])([O-])=O.[Cs+].[Cs+], predict the reaction product. The product is: [CH3:21][O:22][C:23](=[O:31])[C:24]1[C:29]([NH:30][C:12]2[C:11]3[CH2:15][C:16]([CH3:19])([CH3:18])[CH2:17][C:10]=3[N:9]=[C:8]([C:6]3[CH:7]=[C:2]([Cl:1])[CH:3]=[CH:4][C:5]=3[F:20])[N:13]=2)=[CH:28][CH:27]=[N:26][CH:25]=1. (2) The product is: [Br:1][C:2]1[CH:3]=[C:4]([O:12][CH:13]([CH2:15][CH3:16])[CH3:14])[C:5]([CH3:11])=[C:6]([CH:10]=1)[C:7]([NH:18][CH2:19][C:20]1[C:21](=[O:28])[NH:22][C:23]([CH3:27])=[CH:24][C:25]=1[CH3:26])=[O:9]. Given the reactants [Br:1][C:2]1[CH:3]=[C:4]([O:12][CH:13]([CH2:15][CH3:16])[CH3:14])[C:5]([CH3:11])=[C:6]([CH:10]=1)[C:7]([OH:9])=O.Cl.[NH2:18][CH2:19][C:20]1[C:21](=[O:28])[NH:22][C:23]([CH3:27])=[CH:24][C:25]=1[CH3:26].C1C=NC2N(O)N=NC=2C=1.CN1CCOCC1.C(Cl)CCl, predict the reaction product.